Dataset: Full USPTO retrosynthesis dataset with 1.9M reactions from patents (1976-2016). Task: Predict the reactants needed to synthesize the given product. (1) Given the product [OH:31][C:30]1[C:25](=[O:24])[NH:26][N:27]=[C:28]([CH2:39][CH2:40][CH:41]2[CH2:42][CH2:43][O:44][CH2:45][CH2:46]2)[CH:29]=1, predict the reactants needed to synthesize it. The reactants are: OC1C(=O)NN=C(CCC2C=CC=CC=2)C=1.C([O:24][C:25]1[N:26]=[N:27][C:28]([C:39]#[C:40][C:41]2[CH2:42][CH2:43][O:44][CH2:45][CH:46]=2)=[CH:29][C:30]=1[O:31]CC1C=CC=CC=1)C1C=CC=CC=1.[H][H]. (2) Given the product [CH3:15][O:16][C:17](=[O:25])[C:18]1[CH:23]=[CH:22][CH:21]=[C:20]([NH:24][C:10](=[O:12])[CH2:9][O:8][C:7]2[CH:6]=[CH:5][C:4]([N+:1]([O-:3])=[O:2])=[CH:14][CH:13]=2)[CH:19]=1, predict the reactants needed to synthesize it. The reactants are: [N+:1]([C:4]1[CH:14]=[CH:13][C:7]([O:8][CH2:9][C:10]([OH:12])=O)=[CH:6][CH:5]=1)([O-:3])=[O:2].[CH3:15][O:16][C:17](=[O:25])[C:18]1[CH:23]=[CH:22][CH:21]=[C:20]([NH2:24])[CH:19]=1.C1C=CC2N(O)N=NC=2C=1.CCN(C(C)C)C(C)C.C(Cl)CCl. (3) Given the product [CH3:13][O:12][C:9]1[CH:10]=[C:11]2[C:6](=[CH:7][C:8]=1[O:14][CH3:15])[N:5]=[CH:4][CH:3]=[C:2]2[OH:1], predict the reactants needed to synthesize it. The reactants are: [OH:1][C:2]1[C:11]2[C:6](=[CH:7][C:8]([O:14][CH3:15])=[C:9]([O:12][CH3:13])[CH:10]=2)[N:5]=[CH:4][C:3]=1C(O)=O.C(OC(C)C)(C)C. (4) Given the product [Br:1][C:2]1[CH:3]=[C:4]2[C:14](=[CH:15][CH:16]=1)[C@@:7]1([O:11][C:10](=[O:12])[N:9]([CH2:18][C:19]([N:21]([C@H:30]([CH:32]3[CH2:33][CH2:34]3)[CH3:31])[CH2:22][C:23]3[CH:28]=[CH:27][C:26]([F:29])=[CH:25][CH:24]=3)=[O:20])[C:8]1=[O:13])[CH2:6][CH2:5]2, predict the reactants needed to synthesize it. The reactants are: [Br:1][C:2]1[CH:3]=[C:4]2[C:14](=[CH:15][CH:16]=1)[C@:7]1([O:11][C:10](=[O:12])[NH:9][C:8]1=[O:13])[CH2:6][CH2:5]2.Br[CH2:18][C:19]([N:21]([C@H:30]([CH:32]1[CH2:34][CH2:33]1)[CH3:31])[CH2:22][C:23]1[CH:28]=[CH:27][C:26]([F:29])=[CH:25][CH:24]=1)=[O:20].BrCC(N(CC1C=CC(F)=CC=1)[C@@H](C)C(F)(F)F)=O. (5) The reactants are: [C:1]([C:12]1[CH:19]=[CH:18][C:15]([C:16]#[N:17])=[CH:14][CH:13]=1)(=O)[C:2]#[C:3][CH2:4][CH2:5][CH2:6][CH2:7][CH2:8][CH2:9][CH3:10].[NH2:20][NH2:21].Cl.Cl. Given the product [CH2:4]([C:3]1[CH:2]=[C:1]([C:12]2[CH:19]=[CH:18][C:15]([C:16]#[N:17])=[CH:14][CH:13]=2)[NH:21][N:20]=1)[CH2:5][CH2:6][CH2:7][CH2:8][CH2:9][CH3:10], predict the reactants needed to synthesize it. (6) Given the product [NH2:28][C@H:18]([C:16]1[NH:17][C:13]([C:12]2[C:3]([O:2][CH3:1])=[N:4][C:5]3[C:10]([CH:11]=2)=[CH:9][CH:8]=[CH:7][CH:6]=3)=[CH:14][N:15]=1)[CH2:19][CH2:20][CH2:21][CH2:22][CH2:23][C:24]([NH:26][CH3:27])=[O:25], predict the reactants needed to synthesize it. The reactants are: [CH3:1][O:2][C:3]1[C:12]([C:13]2[NH:17][C:16]([C@@H:18]([NH:28]C(=O)OCC3C=CC=CC=3)[CH2:19][CH2:20][CH2:21][CH2:22][CH2:23][C:24]([NH:26][CH3:27])=[O:25])=[N:15][CH:14]=2)=[CH:11][C:10]2[C:5](=[CH:6][CH:7]=[CH:8][CH:9]=2)[N:4]=1. (7) Given the product [O:35]1[CH2:40][CH2:39][N:38]([C:41]2[C:46]([NH:47][C:55]3[C:64]4[C:59](=[CH:60][C:61]([F:66])=[CH:62][C:63]=4[F:65])[N:58]=[C:57]([C:67]4[C:68]([CH3:73])=[N:69][CH:70]=[CH:71][CH:72]=4)[C:56]=3[CH3:74])=[CH:45][C:44]([N:48]3[CH2:49][CH2:50][O:51][CH2:52][CH2:53]3)=[CH:43][N:42]=2)[CH2:37][CH2:36]1, predict the reactants needed to synthesize it. The reactants are: C1(P(C2CCCCC2)C2C=CC=CC=2C2C(C(C)C)=CC(C(C)C)=CC=2C(C)C)CCCCC1.[O:35]1[CH2:40][CH2:39][N:38]([C:41]2[C:46]([NH2:47])=[CH:45][C:44]([N:48]3[CH2:53][CH2:52][O:51][CH2:50][CH2:49]3)=[CH:43][N:42]=2)[CH2:37][CH2:36]1.Cl[C:55]1[C:64]2[C:59](=[CH:60][C:61]([F:66])=[CH:62][C:63]=2[F:65])[N:58]=[C:57]([C:67]2[C:68]([CH3:73])=[N:69][CH:70]=[CH:71][CH:72]=2)[C:56]=1[CH3:74].CC(C)([O-])C.[Na+].